Predict which catalyst facilitates the given reaction. From a dataset of Catalyst prediction with 721,799 reactions and 888 catalyst types from USPTO. (1) Reactant: [CH3:1][C:2]1([CH3:10])[CH2:7][CH2:6][CH:5]([CH:8]=O)[CH2:4][CH2:3]1.[CH2:11]([NH2:18])[C:12]1[CH:17]=[CH:16][CH:15]=[CH:14][CH:13]=1.C(O)(=O)C.C(O[BH-](OC(=O)C)OC(=O)C)(=O)C.[Na+]. Product: [CH3:1][C:2]1([CH3:10])[CH2:7][CH2:6][CH:5]([CH2:8][NH:18][CH2:11][C:12]2[CH:17]=[CH:16][CH:15]=[CH:14][CH:13]=2)[CH2:4][CH2:3]1. The catalyst class is: 5. (2) Reactant: C([O:3][C:4](=[O:26])[CH:5]([C:12]1[CH:17]=[CH:16][C:15]([S:18]([CH3:21])(=[O:20])=[O:19])=[C:14]([C:22]([F:25])([F:24])[F:23])[CH:13]=1)[CH2:6][CH:7]1[CH2:11][CH2:10][CH2:9][CH2:8]1)C.[OH-].[Li+]. Product: [CH:7]1([CH2:6][CH:5]([C:12]2[CH:17]=[CH:16][C:15]([S:18]([CH3:21])(=[O:20])=[O:19])=[C:14]([C:22]([F:25])([F:23])[F:24])[CH:13]=2)[C:4]([OH:26])=[O:3])[CH2:11][CH2:10][CH2:9][CH2:8]1. The catalyst class is: 30.